The task is: Predict the reactants needed to synthesize the given product.. This data is from Full USPTO retrosynthesis dataset with 1.9M reactions from patents (1976-2016). (1) Given the product [CH2:1]([O:3][C:4](=[O:38])[C:5]1[CH:10]=[CH:9][CH:8]=[C:7]([N:11]([CH2:12][C:13]2[CH:18]=[CH:17][C:16]([O:19][CH2:20][C:21]3[N:22]([C:29]4[C:30]([Cl:36])=[CH:31][CH:32]=[CH:33][C:34]=4[Cl:35])[N:23]=[N:24][C:25]=3[CH:26]([CH3:27])[CH3:28])=[CH:15][C:14]=2[CH3:37])[CH3:42])[CH:6]=1)[CH3:2], predict the reactants needed to synthesize it. The reactants are: [CH2:1]([O:3][C:4](=[O:38])[C:5]1[CH:10]=[CH:9][CH:8]=[C:7]([NH:11][CH2:12][C:13]2[CH:18]=[CH:17][C:16]([O:19][CH2:20][C:21]3[N:22]([C:29]4[C:34]([Cl:35])=[CH:33][CH:32]=[CH:31][C:30]=4[Cl:36])[N:23]=[N:24][C:25]=3[CH:26]([CH3:28])[CH3:27])=[CH:15][C:14]=2[CH3:37])[CH:6]=1)[CH3:2].[H-].[Na+].I[CH3:42]. (2) Given the product [CH3:26][N:18]1[CH:17]=[C:16]([C:19]2[S:20][CH:21]=[CH:22][CH:23]=2)[N:15]=[C:14]1[C:13]1[N:12]=[CH:11][N:8]2[C:9](=[O:10])[N:4]([CH2:1][C:2]#[CH:3])[N:5]=[N:6][C:7]=12, predict the reactants needed to synthesize it. The reactants are: [CH2:1]([N:4]1[C:9](=[O:10])[N:8]2[CH:11]=[N:12][C:13]([C:14]3[NH:15][C:16]([C:19]4[S:20][CH:21]=[CH:22][CH:23]=4)=[CH:17][N:18]=3)=[C:7]2[N:6]=[N:5]1)[C:2]#[CH:3].[H-].[Na+].[CH3:26]I.